This data is from Forward reaction prediction with 1.9M reactions from USPTO patents (1976-2016). The task is: Predict the product of the given reaction. (1) Given the reactants [H-].[Na+].[F:3][CH2:4][C:5]([O:7][CH2:8][CH3:9])=[O:6].[F:10][C:11]([F:33])([F:32])[O:12][C:13]1[CH:18]=[CH:17][C:16]([N:19]2[CH:23]=[N:22][C:21]([C:24]3[CH:31]=[CH:30][C:27]([CH:28]=[O:29])=[CH:26][CH:25]=3)=[N:20]2)=[CH:15][CH:14]=1, predict the reaction product. The product is: [F:3][CH:4]([CH:28]([OH:29])[C:27]1[CH:30]=[CH:31][C:24]([C:21]2[N:22]=[CH:23][N:19]([C:16]3[CH:17]=[CH:18][C:13]([O:12][C:11]([F:10])([F:33])[F:32])=[CH:14][CH:15]=3)[N:20]=2)=[CH:25][CH:26]=1)[C:5]([O:7][CH2:8][CH3:9])=[O:6]. (2) The product is: [CH3:3][O:4][C:5]1[CH:6]=[C:7]2[C:11](=[CH:12][C:13]=1[O:14][CH3:15])[N:10]([CH2:16][CH2:17][OH:18])[CH:9]=[C:8]2[C:19]1[NH:27][C:22]2=[N:23][CH:24]=[CH:25][CH:26]=[C:21]2[CH:20]=1. Given the reactants [OH-].[K+].[CH3:3][O:4][C:5]1[CH:6]=[C:7]2[C:11](=[CH:12][C:13]=1[O:14][CH3:15])[N:10]([CH2:16][CH2:17][OH:18])[CH:9]=[C:8]2[C:19]1[N:27](S(C2C=CC(C)=CC=2)(=O)=O)[C:22]2=[N:23][CH:24]=[CH:25][CH:26]=[C:21]2[CH:20]=1, predict the reaction product.